From a dataset of Experimentally validated miRNA-target interactions with 360,000+ pairs, plus equal number of negative samples. Binary Classification. Given a miRNA mature sequence and a target amino acid sequence, predict their likelihood of interaction. (1) The miRNA is hsa-miR-4520-2-3p with sequence UUUGGACAGAAAACACGCAGGU. The protein sequence of the target gene is MFKADLGRIGIQLHTTYSRRIRKVKVMDNRKEPPFFNEDNVGPFYFKLPFYDTMELFIETLTGTCFELRVSPFEAVISVKGKIQRLEGIPICQQHLIWNNMELEDDYCLNDYNISEGCTLKLVLAMRGGPISTRKVPVEDPLRELAEYMDSSRDEVWEKTSCNKQVTFLVYREGDQLNFFRVVDRGDGTLTPLSESLSGSVYNLYTDEDEEAEPSPSGQQIIENSITMNKMKLLKAKMENMNLSKKPKKVVKVKPRPPLAPRPTSSSTAAARHRLLRVLPHIGQSCLPSGNAHLPETSRN.... Result: 0 (no interaction). (2) The miRNA is cel-miR-248 with sequence AUACACGUGCACGGAUAACGCUCA. The protein sequence of the target gene is MARYEEVSVSGFEEFHRAVEQHNGKTIFAYFTGSKDAGGKSWCPDCVQAEPVVREGLKHISEGCVFIYCQVGEKPYWKDPNNDFRKNLKVTAVPTLLKYGTPQKLVESECLQANLVEMLFSED. Result: 0 (no interaction). (3) The miRNA is hsa-miR-4771 with sequence AGCAGACUUGACCUACAAUUA. The protein sequence of the target gene is MELRTRGWWLLCAAAALVVCARGDPASKSRSCSEVRQIYGAKGFSLSDVPQAEISGEHLRICPQGYTCCTSEMEENLANHSRMELESALHDSSRALQATLATQLHGIDDHFQRLLNDSERTLQEAFPGAFGDLYTQNTRAFRDLYAELRLYYRGANLHLEETLAEFWARLLERLFKQLHPQLLPDDYLDCLGKQAEALRPFGDAPRELRLRATRAFVAARSFVQGLGVASDVVRKVAQVPLAPECSRAIMKLVYCAHCRGVPGARPCPDYCRNVLKGCLANQADLDAEWRNLLDSMVLIT.... Result: 0 (no interaction). (4) Result: 0 (no interaction). The protein sequence of the target gene is MGNSHCVPQAPRRLRASFSRKPSLKGNREDSARMSAGLPGPEAARSGDAAANKLFHYIPGTDILDLENQRENLEQPFLSVFKKGRRRVPVRNLGKVVHYAKVQLRFQHSQDVSDCYLELFPAHLYFQAHGSEGLTFQGLLPLTELSVCPLEGSREHAFQITGPLPAPLLVLCPSRAELDRWLYHLEKQTALLGGPRRCHSAPPQRRLTRLRTASGHEPGGSAVCASRVKLQHLPAQEQWDRLLVLYPTSLAIFSEELDGLCFKGELPLRAVHINLEEKEKQIRSFLIEGPLINTIRVVCA.... The miRNA is mmu-miR-3474 with sequence CCCUGGGAGGAGACGUGGAUUC. (5) The miRNA is mmu-miR-6953-5p with sequence AAGGGGCAGGGGCAGGGAUUCAAGUG. The protein sequence of the target gene is MAFLLITRRLACSSQKNLHLFIPGSRYISQAAAKVDIEFDYDGPLMKTEVPGPRSKELMKQLNTIQNAEAVHFFCNYEESRGNYLVDVDGNRMLDLYSQISSVPIGYNHPALAKLVQQPQNASTFINRPALGILPPENFVDKLQESLMSVAPRGMSQLITMACGSCSNENAFKTIFMWYRSKERGQRGFSKEELETCMVNQSPGCPDYSILSFMGAFHGRTMGCLATTHSKAIHKIDIPSFDWPIAPFPRLKYPLEEFTTDNQQEEARCLEEVEDLIVKYRKKKRTVAGIIVEPIQSEGG.... Result: 0 (no interaction). (6) The miRNA is hsa-miR-1273h-5p with sequence CUGGGAGGUCAAGGCUGCAGU. The protein sequence of the target gene is MAALMSEISPGANSAPLPGHPNKVICERVRLQSLFPLLPSDQNTTIQEDAHFKAFFQSEDSPSPKRQRLSHSVFDYTSASPAPSPPMRPWEMTSNRQPPSVRPNQHHFSGERCNTPARNRRSPPVRRQRGRRERLSRHNSISQDENYHHLPYAQQQAIEEPRAFHPPNVSPRLLHPAAHPPQQNAVMVDIHDQLHQGTVPVSYTVTTVAPHGLPLCTGQHIPACSTQQVPGCSVVFSGQHLPVCSVPPPMLQACSVQHLPVPYAAFPPLISSDPFLIHPPHLSPHHPPHLPPPGQFVPFQ.... Result: 0 (no interaction). (7) The miRNA is hsa-miR-106b-3p with sequence CCGCACUGUGGGUACUUGCUGC. The protein sequence of the target gene is MSEFLLALLTLSGLLPIARVLTVGADRDQQLCDPGEFLCHDHVTCVSQSWLCDGDPDCPDDSDESLDTCPEEVEIKCPLNHIACLGTNKCVHLSQLCNGVLDCPDGYDEGVHCQELLSNCQQLNCQYKCTMVRNSTRCYCEDGFEITEDGRSCKDQDECAVYGTCSQTCRNTHGSYTCSCVEGYLMQPDNRSCKAKIEPTDRPPILLIANFETIEVFYLNGSKMATLSSVNGNEIHTLDFIYNEDMICWIESRESSNQLKCIQITKAGGLTDEWTINILQSFHNVQQMAIDWLTRNLYFV.... Result: 1 (interaction).